This data is from Forward reaction prediction with 1.9M reactions from USPTO patents (1976-2016). The task is: Predict the product of the given reaction. (1) Given the reactants [CH:1]([O:4][C:5]1[CH:10]=[CH:9][C:8]([CH2:11][CH2:12][CH2:13][OH:14])=[C:7]([O:15][C:16]2[CH:21]=[CH:20][C:19]([C:22]([F:25])([F:24])[F:23])=[CH:18][N:17]=2)[CH:6]=1)([CH3:3])[CH3:2].O[C:27]1[C:32]([O:33][CH3:34])=[CH:31][CH:30]=[CH:29][C:28]=1[CH2:35][C:36]([O:38]C)=[O:37].C(P(CCCC)CCCC)CCC.N(C(N1CCCCC1)=O)=NC(N1CCCCC1)=O.O1CCCC1CO.[OH-].[Na+].Cl, predict the reaction product. The product is: [CH:1]([O:4][C:5]1[CH:10]=[CH:9][C:8]([CH2:11][CH2:12][CH2:13][O:14][C:27]2[C:32]([O:33][CH3:34])=[CH:31][CH:30]=[CH:29][C:28]=2[CH2:35][C:36]([OH:38])=[O:37])=[C:7]([O:15][C:16]2[CH:21]=[CH:20][C:19]([C:22]([F:25])([F:23])[F:24])=[CH:18][N:17]=2)[CH:6]=1)([CH3:3])[CH3:2]. (2) Given the reactants CO[C:3]([CH:5]1[CH2:11][CH2:10][O:9][C:8]2[CH:12]=[C:13]([CH2:16][CH3:17])[CH:14]=[CH:15][C:7]=2[C:6]1=[O:18])=[O:4].[NH2:19][C:20]1[CH:25]=[CH:24][CH:23]=[CH:22][N:21]=1, predict the reaction product. The product is: [N:21]1[CH:22]=[CH:23][CH:24]=[CH:25][C:20]=1[NH:19][C:3]([CH:5]1[CH2:11][CH2:10][O:9][C:8]2[CH:12]=[C:13]([CH2:16][CH3:17])[CH:14]=[CH:15][C:7]=2[C:6]1=[O:18])=[O:4]. (3) Given the reactants [C:1]([C:3]1[CH:8]=[CH:7][C:6]([CH2:9][CH2:10][C:11]([O:13]C)=[O:12])=[CH:5][CH:4]=1)#[CH:2].Br[C:16]1[S:20][CH:19]=[N:18][CH:17]=1, predict the reaction product. The product is: [S:20]1[C:16]([C:2]#[C:1][C:3]2[CH:8]=[CH:7][C:6]([CH2:9][CH2:10][C:11]([OH:13])=[O:12])=[CH:5][CH:4]=2)=[CH:17][N:18]=[CH:19]1. (4) Given the reactants [CH3:1][N:2]1[CH2:7][CH2:6][NH:5][CH2:4][CH2:3]1.Br[CH2:9][CH2:10][CH2:11][N:12]1[C:16](=[O:17])[C:15]2=[CH:18][CH:19]=[CH:20][CH:21]=[C:14]2[C:13]1=[O:22].C(=O)([O-])[O-].[K+].[K+], predict the reaction product. The product is: [CH3:1][N:2]1[CH2:7][CH2:6][N:5]([CH2:9][CH2:10][CH2:11][N:12]2[C:16](=[O:17])[C:15]3[C:14](=[CH:21][CH:20]=[CH:19][CH:18]=3)[C:13]2=[O:22])[CH2:4][CH2:3]1. (5) Given the reactants I[C:2]1[CH:3]=[C:4]([CH:8]=[CH:9][C:10]=1[O:11][CH3:12])[C:5]([OH:7])=[O:6].[CH3:13][NH:14][CH2:15][C:16]#[CH:17], predict the reaction product. The product is: [CH3:12][O:11][C:10]1[CH:9]=[CH:8][C:4]([C:5]([OH:7])=[O:6])=[CH:3][C:2]=1[C:17]#[C:16][CH2:15][NH:14][CH3:13].